Dataset: NCI-60 drug combinations with 297,098 pairs across 59 cell lines. Task: Regression. Given two drug SMILES strings and cell line genomic features, predict the synergy score measuring deviation from expected non-interaction effect. Drug 1: CC1=CC2C(CCC3(C2CCC3(C(=O)C)OC(=O)C)C)C4(C1=CC(=O)CC4)C. Drug 2: CC1C(C(CC(O1)OC2CC(CC3=C2C(=C4C(=C3O)C(=O)C5=C(C4=O)C(=CC=C5)OC)O)(C(=O)CO)O)N)O.Cl. Cell line: OVCAR-4. Synergy scores: CSS=43.0, Synergy_ZIP=-1.64, Synergy_Bliss=-0.613, Synergy_Loewe=-0.409, Synergy_HSA=2.86.